This data is from Reaction yield outcomes from USPTO patents with 853,638 reactions. The task is: Predict the reaction yield, written as a fraction of the theoretical maximum amount of product (1.0 means a 100% yield; for example, 0.34 means a 34% yield). (1) The yield is 0.620. The reactants are [CH3:1][O:2][C:3]1[C:8]([O:9][CH3:10])=[CH:7][C:6]([CH:11]([C:13]2[C:14]([O:21][CH3:22])=[N:15][C:16]([O:19][CH3:20])=[N:17][CH:18]=2)[OH:12])=[C:5]([CH:23]([CH3:31])[CH2:24][C:25]2[CH:30]=[CH:29][CH:28]=[CH:27][CH:26]=2)[CH:4]=1. The product is [CH3:1][O:2][C:3]1[C:8]([O:9][CH3:10])=[CH:7][C:6]([C:11]([C:13]2[C:14]([O:21][CH3:22])=[N:15][C:16]([O:19][CH3:20])=[N:17][CH:18]=2)=[O:12])=[C:5]([CH:23]([CH3:31])[CH2:24][C:25]2[CH:26]=[CH:27][CH:28]=[CH:29][CH:30]=2)[CH:4]=1. The catalyst is C1(C)C=CC=CC=1.O=[Mn]=O. (2) The yield is 0.740. The product is [I:3][C:4]1[CH:5]=[N:6][N:7]([C:10]2[C:15]([C:16]([F:19])([F:18])[F:17])=[CH:14][CH:13]=[CH:12][N:11]=2)[CH:8]=1. The reactants are [H-].[Na+].[I:3][C:4]1[CH:5]=[N:6][NH:7][CH:8]=1.Cl[C:10]1[C:15]([C:16]([F:19])([F:18])[F:17])=[CH:14][CH:13]=[CH:12][N:11]=1.O. The catalyst is CN(C)C=O. (3) The reactants are [CH3:1][Si:2]([CH3:15])([CH3:14])[CH2:3][CH2:4][O:5][CH2:6][N:7]1[CH:11]=[C:10]([C:12]#[N:13])[N:9]=[CH:8]1.[Br:16]N1C(=O)CCC1=O.N(C(C)(C)C#N)=NC(C)(C)C#N. The catalyst is C(Cl)(Cl)(Cl)Cl.CCOC(C)=O. The product is [Br:16][C:8]1[N:7]([CH2:6][O:5][CH2:4][CH2:3][Si:2]([CH3:15])([CH3:14])[CH3:1])[CH:11]=[C:10]([C:12]#[N:13])[N:9]=1. The yield is 0.770. (4) The reactants are [O:1]1[C:6]2[CH:7]=[CH:8][CH:9]=[CH:10][C:5]=2[O:4][CH2:3][CH:2]1[C:11]([OH:13])=O.Cl.[CH2:15]([C:17]1[S:37][C:20]2[N:21]=[C:22]([S:31][CH2:32][C:33]([O:35][CH3:36])=[O:34])[N:23]=[C:24]([N:25]3[CH2:30][CH2:29][NH:28][CH2:27][CH2:26]3)[C:19]=2[CH:18]=1)[CH3:16].C(N(C(C)C)CC)(C)C. The catalyst is CN1CCCC1=O. The product is [O:1]1[C:6]2[CH:7]=[CH:8][CH:9]=[CH:10][C:5]=2[O:4][CH2:3][CH:2]1[C:11]([N:28]1[CH2:29][CH2:30][N:25]([C:24]2[C:19]3[CH:18]=[C:17]([CH2:15][CH3:16])[S:37][C:20]=3[N:21]=[C:22]([S:31][CH2:32][C:33]([O:35][CH3:36])=[O:34])[N:23]=2)[CH2:26][CH2:27]1)=[O:13]. The yield is 0.430. (5) The yield is 0.0600. The product is [CH3:33][C@H:34]1[CH2:39][NH:38][C@H:37]([CH3:40])[CH2:36][N:35]1[CH2:28][CH2:27][C:25]1[O:26][C:22]2[CH:21]=[C:20]([C:6]3[C:5]4[C:9](=[CH:10][C:2]([F:1])=[CH:3][CH:4]=4)[NH:8][CH:7]=3)[CH:30]=[CH:29][C:23]=2[N:24]=1. The catalyst is CO. The reactants are [F:1][C:2]1[CH:10]=[C:9]2[C:5]([C:6]([C:20]3[CH:30]=[CH:29][C:23]4[N:24]=[C:25]([CH:27]=[CH2:28])[O:26][C:22]=4[CH:21]=3)=[CH:7][N:8]2S(C2C=CC=CC=2)(=O)=O)=[CH:4][CH:3]=1.[OH-].[Na+].[CH3:33][C@H:34]1[CH2:39][NH:38][C@H:37]([CH3:40])[CH2:36][NH:35]1.